This data is from Full USPTO retrosynthesis dataset with 1.9M reactions from patents (1976-2016). The task is: Predict the reactants needed to synthesize the given product. (1) The reactants are: Cl.[F:2][C:3]1[CH:4]=[C:5](/[CH:10]=[CH:11]/[C:12]([NH:14][CH:15]([CH2:19][N:20]([CH3:22])[CH3:21])[C:16]([OH:18])=O)=[O:13])[CH:6]=[CH:7][C:8]=1[F:9].N1(OC(N(C)C)=[N+](C)C)C2N=CC=CC=2N=N1.Cl.[F:41][C:42]1[CH:53]=[C:52]2[C:45]([NH:46][CH:47]=[C:48]2[CH2:49][CH2:50][NH2:51])=[CH:44][CH:43]=1.C(N(CC)C(C)C)(C)C. Given the product [F:2][C:3]1[CH:4]=[C:5](/[CH:10]=[CH:11]/[C:12]([NH:14][CH:15]([CH2:19][N:20]([CH3:22])[CH3:21])[C:16]([NH:51][CH2:50][CH2:49][C:48]2[C:52]3[C:45](=[CH:44][CH:43]=[C:42]([F:41])[CH:53]=3)[NH:46][CH:47]=2)=[O:18])=[O:13])[CH:6]=[CH:7][C:8]=1[F:9], predict the reactants needed to synthesize it. (2) Given the product [Cl:9][C:6]1[C:7]2[O:8][CH:26]([CH2:27][C:28]([O:30][CH3:31])=[O:29])[CH2:25][NH:1][C:2]=2[C:3]([N:11]2[C:16](=[O:17])[CH:15]=[C:14]([C:18]([F:21])([F:20])[F:19])[N:13]([CH3:22])[C:12]2=[O:23])=[C:4]([F:10])[CH:5]=1, predict the reactants needed to synthesize it. The reactants are: [NH2:1][C:2]1[C:7]([OH:8])=[C:6]([Cl:9])[CH:5]=[C:4]([F:10])[C:3]=1[N:11]1[C:16](=[O:17])[CH:15]=[C:14]([C:18]([F:21])([F:20])[F:19])[N:13]([CH3:22])[C:12]1=[O:23].Br[CH2:25]/[CH:26]=[CH:27]/[C:28]([O:30][CH3:31])=[O:29].C(=O)(O)[O-].[Na+]. (3) Given the product [F:1][C:2]1[CH:19]=[CH:18][CH:17]=[CH:16][C:3]=1[C:4]1[C:33](=[O:34])[NH:32][C:30](=[O:31])[N:9]2[CH:8]([C:10]3[CH:15]=[CH:14][CH:13]=[CH:12][CH:11]=3)[CH2:7][O:6][C:5]=12, predict the reactants needed to synthesize it. The reactants are: [F:1][C:2]1[CH:19]=[CH:18][CH:17]=[CH:16][C:3]=1[CH2:4][C:5]1[O:6][CH2:7][CH:8]([C:10]2[CH:15]=[CH:14][CH:13]=[CH:12][CH:11]=2)[N:9]=1.CN(C)C1C=CC=CC=1.Cl[C:30]([N:32]=[C:33]=[O:34])=[O:31].